Regression/Classification. Given a drug SMILES string, predict its absorption, distribution, metabolism, or excretion properties. Task type varies by dataset: regression for continuous measurements (e.g., permeability, clearance, half-life) or binary classification for categorical outcomes (e.g., BBB penetration, CYP inhibition). Dataset: cyp1a2_veith. From a dataset of CYP1A2 inhibition data for predicting drug metabolism from PubChem BioAssay. (1) The molecule is Cc1ccc2cc(C#N)c(SCC(=O)N3CCCc4ccccc43)nc2c1C. The result is 1 (inhibitor). (2) The molecule is COc1ccccc1CCn1c(=O)c(C)nc2cncnc21. The result is 1 (inhibitor). (3) The molecule is O=C(O)C1=CC(=C(c2ccc(O)c(C(=O)O)c2)c2ccc(O)c(C(=O)O)c2)C=CC1=O. The result is 1 (inhibitor). (4) The molecule is NC(=O)c1ncn([C@@H]2O[C@@H](CO)[C@@H](O)[C@H]2O)c1O. The result is 0 (non-inhibitor). (5) The molecule is c1ccc(CNc2nc(-c3ccoc3)nc3ccccc23)cc1. The result is 1 (inhibitor). (6) The molecule is CO[C@H]1COC(=O)[C@@H](Cc2ccccc2)NC(=O)[C@@H](C)COC(=O)CCC[C@@H]1C. The result is 0 (non-inhibitor).